Task: Predict the reactants needed to synthesize the given product.. Dataset: Full USPTO retrosynthesis dataset with 1.9M reactions from patents (1976-2016) (1) Given the product [C:12]([BH:14][F:15])#[N:13].[CH2:5]([N:9]([CH3:11])[CH3:10])[CH2:6][CH2:7][CH3:8], predict the reactants needed to synthesize it. The reactants are: C(BBr)#N.[CH2:5]([N:9]([CH3:11])[CH3:10])[CH2:6][CH2:7][CH3:8].[C:12]([BH:14][F:15])#[N:13].CN(C)C. (2) Given the product [Br:12][C:3]1[CH:4]=[C:5]2[C:10](=[CH:11][C:2]=1[Cl:1])[NH:9][CH2:8][CH2:7][CH2:6]2, predict the reactants needed to synthesize it. The reactants are: [Cl:1][C:2]1[CH:11]=[C:10]2[C:5]([CH2:6][CH2:7][CH2:8][NH:9]2)=[CH:4][CH:3]=1.[Br:12]N1C(=O)CCC1=O.O.